Dataset: Full USPTO retrosynthesis dataset with 1.9M reactions from patents (1976-2016). Task: Predict the reactants needed to synthesize the given product. (1) Given the product [CH:1]1([N:5]2[CH2:6][CH2:7][CH:8]([O:11][C:12]3[CH:21]=[CH:20][C:19]4[CH2:18][N:17]([CH3:22])[CH2:16][CH2:15][C:14]=4[N:13]=3)[CH2:9][CH2:10]2)[CH2:4][CH2:3][CH2:2]1, predict the reactants needed to synthesize it. The reactants are: [CH:1]1([N:5]2[CH2:10][CH2:9][CH:8]([O:11][C:12]3[CH:21]=[CH:20][C:19]4[CH2:18][NH:17][CH2:16][CH2:15][C:14]=4[N:13]=3)[CH2:7][CH2:6]2)[CH2:4][CH2:3][CH2:2]1.[CH2:22]=O. (2) Given the product [CH2:1]([C:3]1[CH:4]=[C:5]2[C:10](=[CH:11][CH:12]=1)[N:9]([CH3:14])[CH2:8][CH2:7][C:6]2=[O:13])[CH3:2], predict the reactants needed to synthesize it. The reactants are: [CH2:1]([C:3]1[CH:4]=[C:5]2[C:10](=[CH:11][CH:12]=1)[NH:9][CH2:8][CH2:7][C:6]2=[O:13])[CH3:2].[CH2:14](N(CC)CC)C.IC.